Dataset: Peptide-MHC class I binding affinity with 185,985 pairs from IEDB/IMGT. Task: Regression. Given a peptide amino acid sequence and an MHC pseudo amino acid sequence, predict their binding affinity value. This is MHC class I binding data. (1) The peptide sequence is LTFLDCLYY. The MHC is HLA-B08:03 with pseudo-sequence HLA-B08:03. The binding affinity (normalized) is 0.0847. (2) The peptide sequence is VLIALSVLA. The MHC is HLA-A68:02 with pseudo-sequence HLA-A68:02. The binding affinity (normalized) is 0.337. (3) The peptide sequence is RQHGFTPSK. The MHC is HLA-B15:01 with pseudo-sequence HLA-B15:01. The binding affinity (normalized) is 0.255. (4) The peptide sequence is KTVRYWHRF. The MHC is HLA-B57:01 with pseudo-sequence HLA-B57:01. The binding affinity (normalized) is 0.657.